Dataset: Full USPTO retrosynthesis dataset with 1.9M reactions from patents (1976-2016). Task: Predict the reactants needed to synthesize the given product. (1) Given the product [ClH:1].[Cl:19][CH2:11][C:7]1[N:6]([CH2:5][C:4]2[CH:3]=[C:2]([Cl:1])[CH:15]=[C:14]([Cl:16])[CH:13]=2)[CH:10]=[CH:9][N:8]=1, predict the reactants needed to synthesize it. The reactants are: [Cl:1][C:2]1[CH:3]=[C:4]([CH:13]=[C:14]([Cl:16])[CH:15]=1)[CH2:5][N:6]1[CH:10]=[CH:9][N:8]=[C:7]1[CH2:11]O.S(Cl)([Cl:19])=O. (2) Given the product [CH3:1][N:2]1[CH:6]=[C:5]([C:7]2([NH2:8])[CH2:10][CH2:9]2)[N:4]=[CH:3]1, predict the reactants needed to synthesize it. The reactants are: [CH3:1][N:2]1[CH:6]=[C:5]([C:7]#[N:8])[N:4]=[CH:3]1.[CH2:9]([Mg]Br)[CH3:10].B(F)(F)F.[OH-].[Na+].